This data is from Reaction yield outcomes from USPTO patents with 853,638 reactions. The task is: Predict the reaction yield, written as a fraction of the theoretical maximum amount of product (1.0 means a 100% yield; for example, 0.34 means a 34% yield). (1) The reactants are [NH2:1][CH2:2][C:3]1[C:4]([F:21])=[C:5]([O:11][C:12]2[CH:13]=[C:14]([CH:17]=[C:18]([Cl:20])[CH:19]=2)[C:15]#[N:16])[C:6]([CH2:9][CH3:10])=[CH:7][CH:8]=1.[N:22]([C:25]1[NH:26][C:27]([C:31](O)=[O:32])=[C:28]([Cl:30])[N:29]=1)=[N+]=[N-].C(Cl)CCl.C1C=CC2N(O)N=NC=2C=1.C([O-])(O)=O.[Na+]. The catalyst is CN(C=O)C.[Pd].CC([O-])=O.CC([O-])=O.[Pb+2].C(OCC)(=O)C. The product is [NH2:22][C:25]1[NH:26][C:27]([C:31]([NH:1][CH2:2][C:3]2[CH:8]=[CH:7][C:6]([CH2:9][CH3:10])=[C:5]([O:11][C:12]3[CH:13]=[C:14]([C:15]#[N:16])[CH:17]=[C:18]([Cl:20])[CH:19]=3)[C:4]=2[F:21])=[O:32])=[C:28]([Cl:30])[N:29]=1. The yield is 0.510. (2) The reactants are [CH3:1][C@@H:2]1[NH:7][CH2:6][CH2:5][N:4]([C:8]([O:10][C:11]([CH3:14])([CH3:13])[CH3:12])=[O:9])[CH2:3]1.C=O.[CH:17](O)=O. The catalyst is CO. The product is [CH3:1][C@@H:2]1[N:7]([CH3:17])[CH2:6][CH2:5][N:4]([C:8]([O:10][C:11]([CH3:13])([CH3:12])[CH3:14])=[O:9])[CH2:3]1. The yield is 1.00. (3) The reactants are [OH:1][C:2]1[C:3]([C:23]([NH:25][CH2:26][C:27]([O:29]CC)=[O:28])=[O:24])=[C:4]2[C:9](=[CH:10][CH:11]=1)[N:8]=[C:7]([C:12]1[S:13][CH:14]=[CH:15][N:16]=1)[C:6]([C:17]1[CH:22]=[CH:21][CH:20]=[CH:19][CH:18]=1)=[N:5]2.[OH-].[Na+]. The catalyst is C(O)C. The product is [OH:1][C:2]1[C:3]([C:23]([NH:25][CH2:26][C:27]([OH:29])=[O:28])=[O:24])=[C:4]2[C:9](=[CH:10][CH:11]=1)[N:8]=[C:7]([C:12]1[S:13][CH:14]=[CH:15][N:16]=1)[C:6]([C:17]1[CH:18]=[CH:19][CH:20]=[CH:21][CH:22]=1)=[N:5]2. The yield is 0.611.